From a dataset of Catalyst prediction with 721,799 reactions and 888 catalyst types from USPTO. Predict which catalyst facilitates the given reaction. (1) The catalyst class is: 107. Reactant: [NH:1]1[C:9]2[C:4](=[N:5][CH:6]=[CH:7][CH:8]=2)[C:3]([NH2:10])=[CH:2]1.Cl[CH2:12][C:13](=[N:17][OH:18])[CH2:14][CH2:15]Cl. Product: [NH:1]1[C:9]2[C:4](=[N:5][CH:6]=[CH:7][CH:8]=2)[C:3]([N:10]2[CH2:15][CH2:14]/[C:13](=[N:17]/[OH:18])/[CH2:12]2)=[CH:2]1. (2) Reactant: [Cl:1][C:2]1[CH:7]=[CH:6][CH:5]=[CH:4][C:3]=1[C:8]#[C:9][C:10]1[CH:15]=[C:14]([C:16]2[S:20][C:19]([C:21]3[CH:26]=[CH:25][CH:24]=[CH:23][CH:22]=3)=[N:18][C:17]=2[CH3:27])[CH:13]=[CH:12][C:11]=1[NH2:28].CC(C)([O-])C.[K+].[NH4+].[Cl-].CCOC(C)=O. Product: [Cl:1][C:2]1[CH:7]=[CH:6][CH:5]=[CH:4][C:3]=1[C:8]1[NH:28][C:11]2[C:10]([CH:9]=1)=[CH:15][C:14]([C:16]1[S:20][C:19]([C:21]3[CH:22]=[CH:23][CH:24]=[CH:25][CH:26]=3)=[N:18][C:17]=1[CH3:27])=[CH:13][CH:12]=2. The catalyst class is: 37. (3) Reactant: [N+]([C:4]1[CH:21]=[CH:20][C:7]([C:8]([C:10]2[CH:11]=[C:12]3[C:16](=[CH:17][CH:18]=2)[NH:15][C:14](=[O:19])[CH2:13]3)=[O:9])=[CH:6][CH:5]=1)([O-])=O.O=[N:23]C1C=CC=CC=1. Product: [NH2:23][C:5]1[CH:6]=[C:7]([CH:20]=[CH:21][CH:4]=1)[C:8]([C:10]1[CH:11]=[C:12]2[C:16](=[CH:17][CH:18]=1)[NH:15][C:14](=[O:19])[CH2:13]2)=[O:9]. The catalyst class is: 19. (4) Reactant: [CH:1](=[C:3]1[C:7]([C:14]2[CH:15]=[C:16]([OH:20])[CH:17]=[CH:18][CH:19]=2)([C:8]2[CH:13]=[CH:12][CH:11]=[CH:10][CH:9]=2)[CH2:6][CH:5]([CH3:21])[N:4]1[CH3:22])[CH3:2].[OH-].[K+].Br[CH2:26][C:27]([O:29][C:30]([CH3:33])([CH3:32])[CH3:31])=[O:28]. Product: [CH:1](=[C:3]1[C:7]([C:14]2[CH:15]=[C:16]([CH:17]=[CH:18][CH:19]=2)[O:20][CH2:26][C:27]([O:29][C:30]([CH3:33])([CH3:32])[CH3:31])=[O:28])([C:8]2[CH:13]=[CH:12][CH:11]=[CH:10][CH:9]=2)[CH2:6][CH:5]([CH3:21])[N:4]1[CH3:22])[CH3:2]. The catalyst class is: 148. (5) Reactant: Cl.[C:2]([C:6]1[CH:10]=[C:9]([CH2:11][NH2:12])[N:8]([C:13]2[CH:18]=[CH:17][CH:16]=[C:15]([O:19][C:20]([F:23])([F:22])[F:21])[CH:14]=2)[N:7]=1)([CH3:5])([CH3:4])[CH3:3].[F:24][C:25]1[CH:26]=[C:27]([CH:36]([CH3:40])[C:37](O)=[O:38])[CH:28]=[CH:29][C:30]=1[CH2:31][O:32][CH2:33][CH2:34][OH:35].C1C=CC2N(O)N=NC=2C=1.CN(C(ON1N=NC2C=CC=CC1=2)=[N+](C)C)C.[B-](F)(F)(F)F.CCN(C(C)C)C(C)C. Product: [C:2]([C:6]1[CH:10]=[C:9]([CH2:11][NH:12][C:37](=[O:38])[CH:36]([C:27]2[CH:28]=[CH:29][C:30]([CH2:31][O:32][CH2:33][CH2:34][OH:35])=[C:25]([F:24])[CH:26]=2)[CH3:40])[N:8]([C:13]2[CH:18]=[CH:17][CH:16]=[C:15]([O:19][C:20]([F:22])([F:23])[F:21])[CH:14]=2)[N:7]=1)([CH3:5])([CH3:3])[CH3:4]. The catalyst class is: 118.